From a dataset of Peptide-MHC class I binding affinity with 185,985 pairs from IEDB/IMGT. Regression. Given a peptide amino acid sequence and an MHC pseudo amino acid sequence, predict their binding affinity value. This is MHC class I binding data. (1) The peptide sequence is IFVSLVKKNK. The MHC is HLA-A03:01 with pseudo-sequence HLA-A03:01. The binding affinity (normalized) is 0.455. (2) The MHC is HLA-A03:01 with pseudo-sequence HLA-A03:01. The binding affinity (normalized) is 0.0847. The peptide sequence is DLSRHSWDL.